The task is: Binary Classification. Given a drug SMILES string, predict its activity (active/inactive) in a high-throughput screening assay against a specified biological target.. This data is from HIV replication inhibition screening data with 41,000+ compounds from the AIDS Antiviral Screen. (1) The compound is c1ccc2sc(NN(Nc3nc4ccccc4s3)C3=[S+][Ir-4]45([S+]=C(N(Nc6nc7ccccc7s6)Nc6nc7ccccc7s6)[SH+]4)([S+]=C(N(Nc4nc6ccccc6s4)Nc4nc6ccccc6s4)[SH+]5)[SH+]3)nc2c1. The result is 0 (inactive). (2) The compound is Cc1ccc(C(=O)Nc2ccc(CP(=O)(O)O)cc2CP(=O)(O)O)cc1NC(=O)c1cccc(NC(=O)Nc2cccc(C(=O)Nc3cc(C(=O)Nc4ccc(CP(=O)(O)O)cc4CP(=O)(O)O)ccc3C)c2)c1.[NaH]. The result is 0 (inactive). (3) The compound is CCOC(=O)c1ccc(C)c(N=NN(C)C)c1. The result is 0 (inactive).